From a dataset of Reaction yield outcomes from USPTO patents with 853,638 reactions. Predict the reaction yield, written as a fraction of the theoretical maximum amount of product (1.0 means a 100% yield; for example, 0.34 means a 34% yield). (1) The reactants are [CH3:1][O:2][C:3]1[CH:21]=[CH:20][C:6]([CH2:7][N:8]2[N:17]=[C:16]3[C:10]([C:11](=[O:19])[CH2:12][CH2:13][CH:14]4[O:18][CH:15]43)=[CH:9]2)=[CH:5][CH:4]=1. The catalyst is CO.[Pd]. The product is [OH:18][CH:14]1[CH2:13][CH2:12][C:11](=[O:19])[C:10]2=[CH:9][N:8]([CH2:7][C:6]3[CH:5]=[CH:4][C:3]([O:2][CH3:1])=[CH:21][CH:20]=3)[N:17]=[C:16]2[CH2:15]1. The yield is 0.350. (2) The reactants are [SH:1][CH2:2][CH2:3][O:4][S:5](=[O:8])(=[O:7])[OH:6].[OH:9][C:10]1C2N=NNC=2C=CC=1.[CH2:31]1[CH2:32][CH2:33][CH:28]([N:27]=C=[N:27][CH:28]2[CH2:33][CH2:32][CH2:31][CH2:30][CH2:29]2)[CH2:29][CH2:30]1.CN(C)C=[O:37]. The catalyst is C(OCC)(=O)C. The yield is 0.570. The product is [NH2:27][C:28]1[CH:29]=[CH:30][C:31]([O:7][S:5]([O:4][CH2:3][CH2:2][SH:1])(=[O:6])=[O:8])=[C:32]([CH:33]=1)[C:10]([OH:9])=[O:37]. (3) The reactants are [NH2:1][C:2]1[S:3][CH:4]=[C:5]([C:7]([O:9][CH3:10])=[O:8])[N:6]=1.C1C(=O)N([I:18])C(=O)C1. The catalyst is C(Cl)Cl.CCOC(C)=O. The yield is 0.940. The product is [NH2:1][C:2]1[S:3][C:4]([I:18])=[C:5]([C:7]([O:9][CH3:10])=[O:8])[N:6]=1. (4) The reactants are [O:1]1[CH2:6][CH2:5][O:4][CH2:3][CH:2]1[CH:7]([NH:9]CC1C=CC(OC)=CC=1)[CH3:8]. The catalyst is CO.[Pd]. The product is [O:1]1[CH2:6][CH2:5][O:4][CH2:3][CH:2]1[CH:7]([NH2:9])[CH3:8]. The yield is 0.960. (5) The reactants are Br[C:2]1[N:7]2[CH:8]=[N:9][N:10]=[C:6]2[C:5]([N:11]2[CH2:16][CH2:15][N:14]([C:17]([O:19][C:20]([CH3:23])([CH3:22])[CH3:21])=[O:18])[CH2:13][CH2:12]2)=[N:4][CH:3]=1.C(N(CC)C(C)C)(C)C.[CH3:33]O.[C]=O.[C:37]([O-:40])(O)=[O:38].[Na+]. The catalyst is [Cu]I.C1C=CC(P(C2C=CC=CC=2)[C-]2C=CC=C2)=CC=1.C1C=CC(P(C2C=CC=CC=2)[C-]2C=CC=C2)=CC=1.Cl[Pd]Cl.[Fe+2]. The product is [C:20]([O:19][C:17]([N:14]1[CH2:15][CH2:16][N:11]([C:5]2[C:6]3[N:7]([CH:8]=[N:9][N:10]=3)[C:2]([C:37]([O:40][CH3:33])=[O:38])=[CH:3][N:4]=2)[CH2:12][CH2:13]1)=[O:18])([CH3:23])([CH3:22])[CH3:21]. The yield is 0.730.